This data is from Forward reaction prediction with 1.9M reactions from USPTO patents (1976-2016). The task is: Predict the product of the given reaction. Given the reactants [C:1]([CH2:3][C:4]([O:6][CH2:7][CH2:8][CH2:9][CH2:10][CH2:11][CH2:12][CH2:13][CH3:14])=[O:5])#[N:2].[CH2:15]=O, predict the reaction product. The product is: [C:1]([C:3](=[CH2:15])[C:4]([O:6][CH2:7][CH2:8][CH2:9][CH2:10][CH2:11][CH2:12][CH2:13][CH3:14])=[O:5])#[N:2].